From a dataset of Reaction yield outcomes from USPTO patents with 853,638 reactions. Predict the reaction yield, written as a fraction of the theoretical maximum amount of product (1.0 means a 100% yield; for example, 0.34 means a 34% yield). The reactants are [Cl:1][C:2]1[CH:7]=[CH:6][C:5]([C:8]2[N:9]([CH2:23][C@H:24]([OH:29])[C:25]([F:28])([F:27])[F:26])[C:10](=[O:22])[N:11]([CH2:13][C:14]3[N:18]=[C:17]([CH:19]([OH:21])[CH3:20])[NH:16][N:15]=3)[N:12]=2)=[CH:4][CH:3]=1.[CH3:30][O:31][C:32]1[CH:37]=[CH:36][CH:35]=[CH:34][C:33]=1B(O)O.B(O)O. The catalyst is N1C=CC=CC=1.C([O-])(=O)C.[Cu+2].C([O-])(=O)C. The product is [Cl:1][C:2]1[CH:3]=[CH:4][C:5]([C:8]2[N:9]([CH2:23][C@H:24]([OH:29])[C:25]([F:26])([F:28])[F:27])[C:10](=[O:22])[N:11]([CH2:13][C:14]3[N:18]=[C:17]([CH:19]([OH:21])[CH3:20])[N:16]([C:33]4[CH:34]=[CH:35][CH:36]=[CH:37][C:32]=4[O:31][CH3:30])[N:15]=3)[N:12]=2)=[CH:6][CH:7]=1. The yield is 0.191.